Dataset: Reaction yield outcomes from USPTO patents with 853,638 reactions. Task: Predict the reaction yield, written as a fraction of the theoretical maximum amount of product (1.0 means a 100% yield; for example, 0.34 means a 34% yield). (1) The reactants are Br[C:2]1[CH:3]=[C:4]2[C:24]([C:25]3([C:38]4[CH:37]=[CH:36][CH:35]=[CH:34][C:33]=4[C:32]4[C:27]3=[CH:28][CH:29]=[CH:30][CH:31]=4)[CH:26]=1)=[C:7]1[CH:8]=[C:9]3[C:22](=[CH:23][C:6]1=[CH:5]2)[C:21]1[C:16](=[CH:17][CH:18]=[CH:19][CH:20]=1)[C:15]1[C:10]3=[CH:11][CH:12]=[CH:13][CH:14]=1.[CH:39]1[C:51]2[NH:50][C:49]3[C:44](=[CH:45][CH:46]=[CH:47][CH:48]=3)[C:43]=2[CH:42]=[CH:41][CH:40]=1.CC(C)([O-])C.[Na+]. The catalyst is C([O-])(=O)C.[Pd+2].C([O-])(=O)C.C1(P(C2CCCCC2)C2C=CC=CC=2C2C=CC=CC=2)CCCCC1.CC1C=CC=CC=1C. The product is [CH:20]1[CH:19]=[CH:18][CH:17]=[C:16]2[C:21]=1[C:22]1[C:9]([C:10]3[C:15]2=[CH:14][CH:13]=[CH:12][CH:11]=3)=[CH:8][C:7]2=[C:24]3[C:4]([CH:5]=[C:6]2[CH:23]=1)=[CH:3][C:2]([N:50]1[C:49]2[CH:48]=[CH:47][CH:46]=[CH:45][C:44]=2[C:43]2[C:51]1=[CH:39][CH:40]=[CH:41][CH:42]=2)=[CH:26][C:25]13[C:27]2[CH:28]=[CH:29][CH:30]=[CH:31][C:32]=2[C:33]2[C:38]1=[CH:37][CH:36]=[CH:35][CH:34]=2. The yield is 0.450. (2) The catalyst is O1CCCC1.C(OCC)(=O)C. The yield is 0.400. The reactants are [CH2:1]([O:8][C:9]1[CH:14]=[CH:13][C:12](Br)=[CH:11][N:10]=1)[C:2]1[CH:7]=[CH:6][CH:5]=[CH:4][CH:3]=1.C([Li])CCC.CN(C)[CH:23]=[O:24].O. The product is [CH2:1]([O:8][C:9]1[N:10]=[CH:11][C:12]([CH:23]=[O:24])=[CH:13][CH:14]=1)[C:2]1[CH:7]=[CH:6][CH:5]=[CH:4][CH:3]=1. (3) The reactants are ClC(Cl)C.CN([CH:8]=[O:9])C.P(Cl)(Cl)(Cl)=O.[CH:15]1[C:16]([C:24]([O:26][CH3:27])=[O:25])=[CH:17][N:18]2[C:23]=1[CH2:22][CH2:21][CH2:20][CH2:19]2. The catalyst is C(#N)C. The product is [CH:8]([C:17]1[N:18]2[C:23]([CH2:22][CH2:21][CH2:20][CH2:19]2)=[CH:15][C:16]=1[C:24]([O:26][CH3:27])=[O:25])=[O:9]. The yield is 0.580. (4) The reactants are [C:1]1([CH2:7][CH:8]([O:13][C:14]2[CH:23]=[CH:22][C:21]3[C:16](=[CH:17][CH:18]=[C:19]([C:24]4[N:25]=[C:26]([C:29]5[CH:34]=[CH:33][CH:32]=[CH:31][CH:30]=5)[S:27][CH:28]=4)[CH:20]=3)[CH:15]=2)[C:9]([O:11]C)=[O:10])[CH:6]=[CH:5][CH:4]=[CH:3][CH:2]=1.[OH-].[Na+].Cl. The catalyst is C1COCC1.O. The product is [C:1]1([CH2:7][CH:8]([O:13][C:14]2[CH:23]=[CH:22][C:21]3[C:16](=[CH:17][CH:18]=[C:19]([C:24]4[N:25]=[C:26]([C:29]5[CH:30]=[CH:31][CH:32]=[CH:33][CH:34]=5)[S:27][CH:28]=4)[CH:20]=3)[CH:15]=2)[C:9]([OH:11])=[O:10])[CH:2]=[CH:3][CH:4]=[CH:5][CH:6]=1. The yield is 0.920. (5) The reactants are [C:1]([C:4]1[C:5](F)=[C:6]([F:23])[C:7]([NH:14][C:15]2[CH:20]=[CH:19][C:18]([I:21])=[CH:17][C:16]=2[F:22])=[C:8]([CH:13]=1)[C:9]([O:11][CH3:12])=[O:10])(=O)[CH3:2].C(O)(=O)C.[CH:29]([NH2:31])=O.CC([N:35](C)C)=O. The catalyst is CCOC(C)=O. The product is [F:22][C:16]1[CH:17]=[C:18]([I:21])[CH:19]=[CH:20][C:15]=1[NH:14][C:7]1[C:6]([F:23])=[C:5]2[C:4]([C:1]([CH3:2])=[N:35][CH:29]=[N:31]2)=[CH:13][C:8]=1[C:9]([O:11][CH3:12])=[O:10]. The yield is 0.880. (6) The reactants are [C:1](O)(=O)[CH2:2][C:3]([OH:5])=[O:4].N1[CH2:13][CH2:12][CH2:11][CH2:10][CH2:9]1.C1(C=O)CCCC1.Cl. The catalyst is N1C=CC=CC=1. The product is [CH:9]1(/[CH:1]=[CH:2]/[C:3]([OH:5])=[O:4])[CH2:13][CH2:12][CH2:11][CH2:10]1. The yield is 0.770. (7) The reactants are [C:9](O[C:9]([O:11][C:12]([CH3:15])([CH3:14])[CH3:13])=[O:10])([O:11][C:12]([CH3:15])([CH3:14])[CH3:13])=[O:10].C(=O)([O-])O.[Na+].Cl.[NH2:22][C@@H:23]([CH2:28][C:29]1[CH:34]=[CH:33][CH:32]=[CH:31][CH:30]=1)[C:24](=[O:27])[CH2:25][Cl:26]. The catalyst is CO. The product is [C:12]([O:11][C:9]([NH:22][C@@H:23]([CH2:28][C:29]1[CH:34]=[CH:33][CH:32]=[CH:31][CH:30]=1)[C:24](=[O:27])[CH2:25][Cl:26])=[O:10])([CH3:13])([CH3:14])[CH3:15]. The yield is 0.700.